Dataset: Reaction yield outcomes from USPTO patents with 853,638 reactions. Task: Predict the reaction yield, written as a fraction of the theoretical maximum amount of product (1.0 means a 100% yield; for example, 0.34 means a 34% yield). (1) The reactants are [N+:1]([C:4]1[CH:5]=[C:6]([NH:10][C:11]2[CH:16]=[CH:15][N:14]=[CH:13][CH:12]=2)[CH:7]=[CH:8][CH:9]=1)([O-])=O. The catalyst is CO.[Pd]. The product is [N:14]1[CH:13]=[CH:12][C:11]([NH:10][C:6]2[CH:7]=[CH:8][CH:9]=[C:4]([NH2:1])[CH:5]=2)=[CH:16][CH:15]=1. The yield is 0.830. (2) The reactants are [NH:1]1[CH:5]=[CH:4][C:3]([NH2:6])=[N:2]1.[CH3:7][C:8]([CH3:10])=O.C(O)(=O)C.C(O[BH-](OC(=O)C)OC(=O)C)(=O)C.[Na+].[OH-].[Na+]. The yield is 0.680. The product is [CH:8]([NH:6][C:3]1[CH:4]=[CH:5][NH:1][N:2]=1)([CH3:10])[CH3:7]. The catalyst is C1COCC1. (3) The reactants are [CH3:1][O:2][C:3](=[O:37])[C:4]([C:16]1[CH:21]=[CH:20][C:19]([O:22][C:23]2[CH:28]=[CH:27][C:26]([CH:29]=[C:30]3[S:34][C:33](=[O:35])[NH:32][C:31]3=[O:36])=[CH:25][CH:24]=2)=[CH:18][CH:17]=1)=[CH:5][C:6]1[CH:11]=[C:10]([O:12][CH3:13])[CH:9]=[C:8]([O:14][CH3:15])[CH:7]=1.C([O-])=O.[NH4+].O=O. The catalyst is C(O)(=O)C.[Pd]. The product is [CH3:1][O:2][C:3](=[O:37])[C:4]([C:16]1[CH:21]=[CH:20][C:19]([O:22][C:23]2[CH:28]=[CH:27][C:26]([CH2:29][CH:30]3[S:34][C:33](=[O:35])[NH:32][C:31]3=[O:36])=[CH:25][CH:24]=2)=[CH:18][CH:17]=1)=[CH:5][C:6]1[CH:11]=[C:10]([O:12][CH3:13])[CH:9]=[C:8]([O:14][CH3:15])[CH:7]=1. The yield is 0.492. (4) The reactants are [CH:1]1([C:6]([OH:8])=O)[CH2:5][CH2:4][CH2:3][CH2:2]1.S(Cl)(Cl)=O.[H-].[Na+].[C:15]([O:23][CH2:24][CH3:25])(=[O:22])[CH2:16][C:17]([O:19][CH2:20][CH3:21])=[O:18]. The catalyst is C1COCC1. The product is [CH2:20]([O:19][C:17](=[O:18])[CH:16]([C:6]([CH:1]1[CH2:2][CH2:3][CH2:4][CH2:5]1)=[O:8])[C:15]([O:23][CH2:24][CH3:25])=[O:22])[CH3:21]. The yield is 0.855. (5) The reactants are [C:1]([C@@:3]1([OH:19])[C@H:7]([OH:8])[C@@H:6]([CH2:9][OH:10])[O:5][C@H:4]1[N:11]1[CH:16]=[CH:15][C:14](=[O:17])[NH:13][C:12]1=[O:18])#[CH:2].C([Mg]Cl)(C)(C)C.F[C:27]1[C:51](F)=[C:50](F)[C:49](F)=[C:48](F)[C:28]=1[O:29][P@:30]([NH:39][C@@H:40]([CH3:47])[C:41]([O:43][CH:44]([CH3:46])[CH3:45])=[O:42])(OC1C=CC=CC=1)=[O:31]. The catalyst is C1COCC1. The product is [O:18]=[C:12]1[NH:13][C:14](=[O:17])[CH:15]=[CH:16][N:11]1[C@@H:4]1[O:5][C@H:6]([CH2:9][O:10][P@@:30]([NH:39][C@@H:40]([CH3:47])[C:41]([O:43][CH:44]([CH3:46])[CH3:45])=[O:42])([O:29][C:28]2[CH:48]=[CH:49][CH:50]=[CH:51][CH:27]=2)=[O:31])[C@@H:7]([OH:8])[C@@:3]1([C:1]#[CH:2])[OH:19]. The yield is 0.137.